This data is from Catalyst prediction with 721,799 reactions and 888 catalyst types from USPTO. The task is: Predict which catalyst facilitates the given reaction. (1) Reactant: C([O:3][C:4]1[CH2:9][CH2:8][CH:7]([CH2:10][CH:11]=[CH2:12])[C:6](=O)[CH:5]=1)C.[H-].[H-].[H-].[H-].[Li+].[Al+3]. Product: [CH2:10]([CH:7]1[CH2:8][CH2:9][C:4](=[O:3])[CH:5]=[CH:6]1)[CH:11]=[CH2:12]. The catalyst class is: 28. (2) Reactant: O[C@H:2]([CH2:22][CH3:23])[C@@H:3]([NH:7][C:8]([O:10][CH2:11][CH2:12][CH2:13][CH2:14][CH2:15][C:16]1[CH:21]=[CH:20][CH:19]=[CH:18][CH:17]=1)=[O:9])[C:4]([OH:6])=[O:5].O[C@@H](CC)[C@@H](NC(OCCCCCC1C=CC=CC=1)=O)C(O)=O.CCN(CC)CC.CN(C(ON1N=NC2C=CC=CC1=2)=[N+](C)C)C.[B-](F)(F)(F)F. Product: [C:16]1([CH2:15][CH2:14][CH2:13][CH2:12][CH2:11][O:10][C:8](=[O:9])[NH:7][C@H:3]2[C:4](=[O:6])[O:5][C@@H:2]2[CH2:22][CH3:23])[CH:21]=[CH:20][CH:19]=[CH:18][CH:17]=1. The catalyst class is: 2. (3) Reactant: [CH3:1][O:2][C:3]1[CH:4]=[C:5]([CH:33]=[CH:34][CH:35]=1)[CH2:6][C:7]1([C:29]([O:31]C)=[O:30])[CH2:11][CH2:10][CH2:9][N:8]1[C:12]([C@@H:14]1[CH2:18][CH2:17][CH2:16][N:15]1[C:19]([O:21][CH2:22][C:23]1[CH:28]=[CH:27][CH:26]=[CH:25][CH:24]=1)=[O:20])=[O:13].[OH-].[Na+].C(O)(=O)CC(CC(O)=O)(C(O)=O)O. Product: [CH2:22]([O:21][C:19]([N:15]1[CH2:16][CH2:17][CH2:18][CH:14]1[C:12]([N:8]1[CH2:9][CH2:10][CH2:11][C@:7]1([CH2:6][C:5]1[CH:33]=[CH:34][CH:35]=[C:3]([O:2][CH3:1])[CH:4]=1)[C:29]([OH:31])=[O:30])=[O:13])=[O:20])[C:23]1[CH:28]=[CH:27][CH:26]=[CH:25][CH:24]=1. The catalyst class is: 24. (4) Reactant: [CH3:1][C:2]1[CH:3]=[C:4]([N:11](C2C=CC=CC=2)[C:12](=[O:14])[O-])[C:5]([O:9][CH3:10])=[N:6][C:7]=1[CH3:8].[CH2:21]([NH:24][C:25]1[N:30]=[C:29]([NH:31][CH2:32][CH2:33][CH3:34])[N:28]=[C:27]([N:35]2[CH2:40][CH2:39][NH:38][CH2:37][CH2:36]2)[N:26]=1)[CH2:22][CH3:23].C1CCN2C(=NCCC2)CC1.C(OCC)(=O)C. Product: [CH3:1][C:2]1[CH:3]=[C:4]([NH:11][C:12]([N:38]2[CH2:37][CH2:36][N:35]([C:27]3[N:26]=[C:25]([NH:24][CH2:21][CH2:22][CH3:23])[N:30]=[C:29]([NH:31][CH2:32][CH2:33][CH3:34])[N:28]=3)[CH2:40][CH2:39]2)=[O:14])[C:5]([O:9][CH3:10])=[N:6][C:7]=1[CH3:8]. The catalyst class is: 134. (5) Reactant: [CH2:1]1[O:10][C:4]2([CH2:9][CH2:8][NH:7][CH2:6][CH2:5]2)[O:3][CH2:2]1.CCN(CC)CC.[F:18][C:19]([F:30])([F:29])[C:20](O[C:20](=[O:21])[C:19]([F:30])([F:29])[F:18])=[O:21]. Product: [F:18][C:19]([F:30])([F:29])[C:20]([N:7]1[CH2:8][CH2:9][C:4]2([O:10][CH2:1][CH2:2][O:3]2)[CH2:5][CH2:6]1)=[O:21]. The catalyst class is: 166. (6) Reactant: C(N1C=CN=C1)(N1C=CN=C1)=O.[C:13]([O:17][C:18]([NH:20][CH2:21][CH2:22][CH2:23][CH2:24][N:25]1[CH2:30][CH2:29][N:28]([CH2:31][CH2:32][CH2:33][CH2:34][C:35]([OH:37])=O)[CH2:27][CH2:26]1)=[O:19])([CH3:16])([CH3:15])[CH3:14].[C:38]([N:45]1[CH2:50][CH2:49][NH:48][CH2:47][CH2:46]1)([O:40][C:41]([CH3:44])([CH3:43])[CH3:42])=[O:39]. Product: [C:41]([O:40][C:38]([N:45]1[CH2:50][CH2:49][N:48]([C:35](=[O:37])[CH2:34][CH2:33][CH2:32][CH2:31][N:28]2[CH2:27][CH2:26][N:25]([CH2:24][CH2:23][CH2:22][CH2:21][NH:20][C:18]([O:17][C:13]([CH3:14])([CH3:15])[CH3:16])=[O:19])[CH2:30][CH2:29]2)[CH2:47][CH2:46]1)=[O:39])([CH3:44])([CH3:42])[CH3:43]. The catalyst class is: 4.